This data is from Full USPTO retrosynthesis dataset with 1.9M reactions from patents (1976-2016). The task is: Predict the reactants needed to synthesize the given product. (1) The reactants are: [CH2:1]([O:8][C:9]1[CH:10]=[CH:11][C:12]([CH:22]=[O:23])=[C:13]([N:15]([CH2:18][CH:19]([OH:21])[CH3:20])C=O)[CH:14]=1)[C:2]1[CH:7]=[CH:6][CH:5]=[CH:4][CH:3]=1.[OH-].[Na+]. Given the product [CH2:1]([O:8][C:9]1[CH:10]=[CH:11][C:12]([CH:22]=[O:23])=[C:13]([NH:15][CH2:18][CH:19]([OH:21])[CH3:20])[CH:14]=1)[C:2]1[CH:7]=[CH:6][CH:5]=[CH:4][CH:3]=1, predict the reactants needed to synthesize it. (2) Given the product [Cl:1][C:2]1[CH:3]=[C:4]([CH:18]=[CH:19][C:20]=1[CH:21]([CH3:37])[C:22]([C:28]1[CH:33]=[C:32]([CH3:34])[C:31](=[O:35])[N:30]([CH3:36])[CH:29]=1)([OH:27])[C:23]([F:26])([F:24])[F:25])[O:5][C:6]1[CH:13]=[CH:12][C:9]([C:10]([OH:39])=[O:11])=[CH:8][C:7]=1[C:14]([F:17])([F:15])[F:16], predict the reactants needed to synthesize it. The reactants are: [Cl:1][C:2]1[CH:3]=[C:4]([CH:18]=[CH:19][C:20]=1[CH:21]([CH3:37])[C:22]([C:28]1[CH:33]=[C:32]([CH3:34])[C:31](=[O:35])[N:30]([CH3:36])[CH:29]=1)([OH:27])[C:23]([F:26])([F:25])[F:24])[O:5][C:6]1[CH:13]=[CH:12][C:9]([CH:10]=[O:11])=[CH:8][C:7]=1[C:14]([F:17])([F:16])[F:15].Cl([O-])=[O:39].[Na+]. (3) Given the product [O:1]1[C:6]2[CH:7]=[CH:8][C:9]([CH2:11][NH:12][CH:20]3[CH2:25][CH2:24][N:23]([CH2:26][CH2:27][N:28]4[C:37]5[C:32](=[CH:33][C:34]([O:38][CH3:39])=[CH:35][CH:36]=5)[C:31]([CH3:40])=[CH:30][C:29]4=[O:41])[CH2:22][CH2:21]3)=[CH:10][C:5]=2[O:4][CH2:3][CH2:2]1, predict the reactants needed to synthesize it. The reactants are: [O:1]1[C:6]2[CH:7]=[CH:8][C:9]([CH2:11][N:12]([CH:20]3[CH2:25][CH2:24][N:23]([CH2:26][CH2:27][N:28]4[C:37]5[C:32](=[CH:33][C:34]([O:38][CH3:39])=[CH:35][CH:36]=5)[C:31]([CH3:40])=[CH:30][C:29]4=[O:41])[CH2:22][CH2:21]3)C(=O)OC(C)(C)C)=[CH:10][C:5]=2[O:4][CH2:3][CH2:2]1.FC(F)(F)C(O)=O. (4) Given the product [C:17]([O:21][C:22]([NH:24][CH2:25][CH2:26][CH2:27][CH2:28][C:29]([C:40]1[N:41]=[CH:42][N:43]([CH2:8][C:9]2[S:10][C:11]([CH:14]3[CH2:16][CH2:15]3)=[N:12][N:13]=2)[CH:44]=1)([C:35]([O:37][CH2:38][CH3:39])=[O:36])[C:30]([O:32][CH2:33][CH3:34])=[O:31])=[O:23])([CH3:19])([CH3:20])[CH3:18], predict the reactants needed to synthesize it. The reactants are: C(=O)([O-])[O-].[Cs+].[Cs+].Cl[CH2:8][C:9]1[S:10][C:11]([CH:14]2[CH2:16][CH2:15]2)=[N:12][N:13]=1.[C:17]([O:21][C:22]([NH:24][CH2:25][CH2:26][CH2:27][CH2:28][C:29]([C:40]1[N:41]=[CH:42][NH:43][CH:44]=1)([C:35]([O:37][CH2:38][CH3:39])=[O:36])[C:30]([O:32][CH2:33][CH3:34])=[O:31])=[O:23])([CH3:20])([CH3:19])[CH3:18]. (5) Given the product [O:2]1[C:6]2[CH:7]=[CH:8][CH:9]=[C:10]([CH:11]3[CH2:16][CH2:15][N:14]([CH2:17][CH2:18][C@H:19]4[CH2:20][CH2:21][C@H:22]([NH:25][C:28](=[O:29])[C:27]([OH:26])([CH3:32])[CH3:31])[CH2:23][CH2:24]4)[CH2:13][CH2:12]3)[C:5]=2[O:4][CH2:3]1, predict the reactants needed to synthesize it. The reactants are: Cl.[O:2]1[C:6]2[CH:7]=[CH:8][CH:9]=[C:10]([CH:11]3[CH2:16][CH2:15][N:14]([CH2:17][CH2:18][C@H:19]4[CH2:24][CH2:23][C@H:22]([NH2:25])[CH2:21][CH2:20]4)[CH2:13][CH2:12]3)[C:5]=2[O:4][CH2:3]1.[OH:26][C:27]([CH3:32])([CH3:31])[C:28](O)=[O:29]. (6) Given the product [C:26]([O:7][C@@H:5]1[CH2:4][N:3]([C:18]([O:20][C:21]([CH3:22])([CH3:23])[CH3:24])=[O:19])[C@H:2]([CH3:1])[CH2:6]1)(=[O:25])[CH3:32], predict the reactants needed to synthesize it. The reactants are: [CH3:1][C@@H:2]1[CH2:6][C@@H:5]([O:7]S(C2C=CC(C)=CC=2)(=O)=O)[CH2:4][N:3]1[C:18]([O:20][C:21]([CH3:24])([CH3:23])[CH3:22])=[O:19].[OH2:25].[C:26]1([CH3:32])C=CC=CC=1. (7) Given the product [F:5][C:6]1[CH:11]=[CH:10][CH:9]=[CH:8][C:7]=1[S:12][C:14]1[C:18]2=[N:19][CH:20]=[CH:21][CH:22]=[C:17]2[NH:16][N:15]=1, predict the reactants needed to synthesize it. The reactants are: C(O)CO.[F:5][C:6]1[CH:11]=[CH:10][CH:9]=[CH:8][C:7]=1[SH:12].I[C:14]1[C:18]2=[N:19][CH:20]=[CH:21][CH:22]=[C:17]2[NH:16][N:15]=1.C(=O)([O-])[O-].[K+].[K+]. (8) Given the product [C:1]12([C:11]3[CH:16]=[C:15]([Br:17])[CH:14]=[CH:13][C:12]=3[O:18][CH2:21][O:22][CH3:23])[CH2:2][CH:3]3[CH2:9][CH:7]([CH2:6][CH:5]([CH2:4]3)[CH2:10]1)[CH2:8]2, predict the reactants needed to synthesize it. The reactants are: [C:1]12([C:11]3[CH:16]=[C:15]([Br:17])[CH:14]=[CH:13][C:12]=3[OH:18])[CH2:10][CH:5]3[CH2:6][CH:7]([CH2:9][CH:3]([CH2:4]3)[CH2:2]1)[CH2:8]2.[H-].[Na+].[CH3:21][O:22][CH2:23]Cl. (9) Given the product [CH3:1][C:2]1[CH:7]=[CH:6][N:5]=[CH:4][C:3]=1[C:8]1[S:9][CH:10]=[C:11]([C:13]([O:15][C:22]2[C:21]([F:24])=[C:20]([F:25])[C:19]([F:26])=[C:18]([F:27])[C:17]=2[F:16])=[O:14])[N:12]=1, predict the reactants needed to synthesize it. The reactants are: [CH3:1][C:2]1[CH:7]=[CH:6][N:5]=[CH:4][C:3]=1[C:8]1[S:9][CH:10]=[C:11]([C:13]([OH:15])=[O:14])[N:12]=1.[F:16][C:17]1[C:22](O)=[C:21]([F:24])[C:20]([F:25])=[C:19]([F:26])[C:18]=1[F:27].CCN=C=NCCCN(C)C.C(N(CC)CC)C. (10) Given the product [NH2:1][C:2]1[C:11]([F:12])=[C:10]([NH:13][CH2:14][CH2:15][NH:16][C:17]2[CH:22]=[CH:21][CH:20]=[CH:19][N:18]=2)[C:9]([O:23][CH3:24])=[C:8]2[C:3]=1[C:4](=[O:31])[C:5]([C:28]([O:30][CH2:42][CH3:43])=[O:29])=[CH:6][N:7]2[CH:25]1[CH2:27][CH2:26]1, predict the reactants needed to synthesize it. The reactants are: [NH2:1][C:2]1[C:11]([F:12])=[C:10]([NH:13][CH2:14][CH2:15][NH:16][C:17]2[CH:22]=[CH:21][CH:20]=[CH:19][N:18]=2)[C:9]([O:23][CH3:24])=[C:8]2[C:3]=1[C:4](=[O:31])[C:5]([C:28]([OH:30])=[O:29])=[CH:6][N:7]2[CH:25]1[CH2:27][CH2:26]1.OS(O)(=O)=O.C([O-])(O)=O.[Na+].[CH3:42][CH2:43]O.